Dataset: TCR-epitope binding with 47,182 pairs between 192 epitopes and 23,139 TCRs. Task: Binary Classification. Given a T-cell receptor sequence (or CDR3 region) and an epitope sequence, predict whether binding occurs between them. The epitope is HTTDPSFLGRY. The TCR CDR3 sequence is CSASGTSGQETQYF. Result: 0 (the TCR does not bind to the epitope).